Predict the reactants needed to synthesize the given product. From a dataset of Retrosynthesis with 50K atom-mapped reactions and 10 reaction types from USPTO. (1) Given the product COc1ccccc1O, predict the reactants needed to synthesize it. The reactants are: CO.Oc1ccccc1O. (2) Given the product CN(C)CCNC(=O)c1ccc(Cl)c([N+](=O)[O-])c1, predict the reactants needed to synthesize it. The reactants are: CN(C)CCN.O=C(Cl)c1ccc(Cl)c([N+](=O)[O-])c1.